Predict the reactants needed to synthesize the given product. From a dataset of Full USPTO retrosynthesis dataset with 1.9M reactions from patents (1976-2016). (1) Given the product [ClH:36].[ClH:36].[NH2:25][C@H:15]([CH2:16][C:17]1[CH:22]=[C:21]([F:23])[CH:20]=[CH:19][C:18]=1[F:24])[CH2:14][C:13]([N:11]1[CH2:10][CH2:9][N:8]2[CH:34]=[C:5]([C:3]([N:2]([CH3:35])[CH3:1])=[O:4])[N:6]=[C:7]2[CH2:12]1)=[O:33], predict the reactants needed to synthesize it. The reactants are: [CH3:1][N:2]([CH3:35])[C:3]([C:5]1[N:6]=[C:7]2[CH2:12][N:11]([C:13](=[O:33])[CH2:14][C@H:15]([NH:25]C(OC(C)(C)C)=O)[CH2:16][C:17]3[CH:22]=[C:21]([F:23])[CH:20]=[CH:19][C:18]=3[F:24])[CH2:10][CH2:9][N:8]2[CH:34]=1)=[O:4].[ClH:36]. (2) Given the product [C:13]([O:17][C:18]([N:20]1[CH2:24][CH2:23][CH2:22][C@H:21]1[CH2:25][O:26][C:32]1[CH:31]=[CH:30][CH:29]=[C:28]([F:27])[CH:33]=1)=[O:19])([CH3:16])([CH3:15])[CH3:14], predict the reactants needed to synthesize it. The reactants are: N(C(OCC)=O)=NC(OCC)=O.[C:13]([O:17][C:18]([N:20]1[CH2:24][CH2:23][CH2:22][C@H:21]1[CH2:25][OH:26])=[O:19])([CH3:16])([CH3:15])[CH3:14].[F:27][C:28]1[CH:29]=[C:30](O)[CH:31]=[CH:32][CH:33]=1.C(N(CC)CC)C. (3) Given the product [CH3:8][C:19]1[C:18]([N+:21]([O-:23])=[O:22])=[CH:17][N:16]=[C:15]([O:7][C:1]2[CH:6]=[CH:5][CH:4]=[CH:3][CH:2]=2)[CH:20]=1, predict the reactants needed to synthesize it. The reactants are: [C:1]1([OH:7])[CH:6]=[CH:5][CH:4]=[CH:3][CH:2]=1.[C:8](=O)([O-])[O-].[Cs+].[Cs+].Cl[C:15]1[CH:20]=[CH:19][C:18]([N+:21]([O-:23])=[O:22])=[CH:17][N:16]=1.O. (4) Given the product [Cl:15][C:16]1[C:17]([N:29]2[CH2:34][CH2:33][N:32]([C:54]([NH:53][S:50]([C:44]3[CH:45]=[CH:46][CH:47]=[CH:48][CH:49]=3)(=[O:52])=[O:51])=[O:55])[CH2:31][CH2:30]2)=[N:18][CH:19]=[C:20]([C:22]2[O:23][C:24]([CH2:27][CH3:28])=[CH:25][N:26]=2)[CH:21]=1, predict the reactants needed to synthesize it. The reactants are: FC(F)(F)C(O)=O.FC(F)(F)C(O)=O.[Cl:15][C:16]1[C:17]([N:29]2[CH2:34][CH2:33][NH:32][CH2:31][CH2:30]2)=[N:18][CH:19]=[C:20]([C:22]2[O:23][C:24]([CH2:27][CH3:28])=[CH:25][N:26]=2)[CH:21]=1.CCN(C(C)C)C(C)C.[C:44]1([S:50]([N:53]=[C:54]=[O:55])(=[O:52])=[O:51])[CH:49]=[CH:48][CH:47]=[CH:46][CH:45]=1.CC(O)=O. (5) Given the product [Cl:17][C:14]1[CH:15]=[C:16]2[C:11](=[CH:12][CH:13]=1)[NH:10][C:9](=[O:18])[C:8]2=[CH:7][C:5]1[O:6][C:2]([C:37]2[CH:36]=[N:35][C:34]([NH:33][CH2:32][CH2:31][N:28]3[CH2:29][CH2:30][O:25][CH2:26][CH2:27]3)=[CH:39][CH:38]=2)=[CH:3][CH:4]=1, predict the reactants needed to synthesize it. The reactants are: Br[C:2]1[O:6][C:5]([CH:7]=[C:8]2[C:16]3[C:11](=[CH:12][CH:13]=[C:14]([Cl:17])[CH:15]=3)[NH:10][C:9]2=[O:18])=[CH:4][CH:3]=1.C([O-])([O-])=O.[Cs+].[Cs+].[O:25]1[CH2:30][CH2:29][N:28]([CH2:31][CH2:32][NH:33][C:34]2[CH:39]=[CH:38][C:37](B3OC(C)(C)C(C)(C)O3)=[CH:36][N:35]=2)[CH2:27][CH2:26]1.